This data is from Full USPTO retrosynthesis dataset with 1.9M reactions from patents (1976-2016). The task is: Predict the reactants needed to synthesize the given product. Given the product [CH2:18]([O:12][N:7]1[C:6]([CH3:14])([CH3:13])[CH2:5][CH:4]([O:3][Si:2]([CH3:1])([CH3:15])[CH3:16])[CH2:9][C:8]1([CH3:10])[CH3:11])[CH2:17][CH3:21], predict the reactants needed to synthesize it. The reactants are: [CH3:1][Si:2]([CH3:16])([CH3:15])[O:3][CH:4]1[CH2:9][C:8]([CH3:11])([CH3:10])[NH+:7]([O-:12])[C:6]([CH3:14])([CH3:13])[CH2:5]1.[CH2:17]1[CH2:21]OC[CH2:18]1.